This data is from Forward reaction prediction with 1.9M reactions from USPTO patents (1976-2016). The task is: Predict the product of the given reaction. (1) Given the reactants [Br:1][C:2]1[C:3]([O:21][CH3:22])=[C:4]([CH:9]([C:11]2[CH:20]=[CH:19][C:18]3[C:13](=[CH:14][CH:15]=[CH:16][CH:17]=3)[CH:12]=2)[OH:10])[C:5]([F:8])=[CH:6][CH:7]=1, predict the reaction product. The product is: [Br:1][C:2]1[C:3]([O:21][CH3:22])=[C:4]([C:9]([C:11]2[CH:20]=[CH:19][C:18]3[C:13](=[CH:14][CH:15]=[CH:16][CH:17]=3)[CH:12]=2)=[O:10])[C:5]([F:8])=[CH:6][CH:7]=1. (2) The product is: [F:16][C:13]1[C:14]([C:24]2[CH:25]=[CH:26][C:21]([C:19]([OH:20])=[O:18])=[CH:22][CH:23]=2)=[C:5]2[C:4]3[C:8](=[CH:9][N:10]=[C:2]([Cl:1])[CH:3]=3)[NH:7][C:6]2=[N:11][CH:12]=1. Given the reactants [Cl:1][C:2]1[N:10]=[CH:9][C:8]2[NH:7][C:6]3[N:11]=[CH:12][C:13]([F:16])=[C:14](I)[C:5]=3[C:4]=2[CH:3]=1.C[O:18][C:19]([C:21]1[CH:26]=[CH:25][C:24](B2OC(C)(C)C(C)(C)O2)=[CH:23][CH:22]=1)=[O:20].C(=O)([O-])[O-].[Cs+].[Cs+].[OH-].[Na+], predict the reaction product. (3) The product is: [CH:1]1(/[CH:5]=[N:41]/[S@:39]([C:36]([CH3:38])([CH3:37])[CH3:35])=[O:40])[CH2:4][CH2:3][CH2:2]1. Given the reactants [CH:1]1([CH2:5]O)[CH2:4][CH2:3][CH2:2]1.CC(OI1(OC(C)=O)(OC(C)=O)OC(=O)C2C=CC=CC1=2)=O.C1(C=O)CCC1.[CH3:35][C:36]([S@@:39]([NH2:41])=[O:40])([CH3:38])[CH3:37], predict the reaction product. (4) Given the reactants Cl[C:2]1[N:7]=[C:6]([NH:8][C:9]2[C:18]([CH3:19])=[CH:17][CH:16]=[CH:15][C:10]=2[C:11]([NH:13][CH3:14])=[O:12])[C:5]([Cl:20])=[CH:4][N:3]=1.[NH2:21][C:22]1[CH:23]=[CH:24][C:25]2[CH2:31][CH2:30][CH2:29][NH:28][C:27](=[O:32])[C:26]=2[CH:33]=1.CC1(C)[C@]2(CS(O)(=O)=O)C(C[C@H]1CC2)=O, predict the reaction product. The product is: [Cl:20][C:5]1[C:6]([NH:8][C:9]2[C:18]([CH3:19])=[CH:17][CH:16]=[CH:15][C:10]=2[C:11]([NH:13][CH3:14])=[O:12])=[N:7][C:2]([NH:21][C:22]2[CH:23]=[CH:24][C:25]3[CH2:31][CH2:30][CH2:29][NH:28][C:27](=[O:32])[C:26]=3[CH:33]=2)=[N:3][CH:4]=1. (5) The product is: [CH2:12]([O:11][C:3]1[CH:4]=[CH:5][C:6]([N+:8]([O-:10])=[O:9])=[CH:7][C:2]=1[F:1])[C:13]1[CH:18]=[CH:17][CH:16]=[CH:15][CH:14]=1. Given the reactants [F:1][C:2]1[CH:7]=[C:6]([N+:8]([O-:10])=[O:9])[CH:5]=[CH:4][C:3]=1[OH:11].[CH2:12](Br)[C:13]1[CH:18]=[CH:17][CH:16]=[CH:15][CH:14]=1.C(=O)([O-])[O-].[K+].[K+], predict the reaction product.